From a dataset of Peptide-MHC class II binding affinity with 134,281 pairs from IEDB. Regression. Given a peptide amino acid sequence and an MHC pseudo amino acid sequence, predict their binding affinity value. This is MHC class II binding data. (1) The peptide sequence is VVIEELFNRIPETSV. The MHC is DRB5_0101 with pseudo-sequence DRB5_0101. The binding affinity (normalized) is 0.562. (2) The peptide sequence is SRAEVSYVHVNGAKF. The MHC is HLA-DPA10201-DPB10501 with pseudo-sequence HLA-DPA10201-DPB10501. The binding affinity (normalized) is 0.245. (3) The peptide sequence is AQRVFNNYMPYVFTL. The MHC is DRB1_0101 with pseudo-sequence DRB1_0101. The binding affinity (normalized) is 0.493. (4) The peptide sequence is AFAATANPWASQRF. The MHC is DRB1_1302 with pseudo-sequence DRB1_1302. The binding affinity (normalized) is 0.262.